The task is: Predict which catalyst facilitates the given reaction.. This data is from Catalyst prediction with 721,799 reactions and 888 catalyst types from USPTO. Reactant: [C:1]([O:5][C:6]([N:8]([CH2:10][C:11]1[CH:19]=[CH:18][CH:17]=[C:13]([C:14]([OH:16])=O)[C:12]=1[C:20]([OH:22])=O)[CH3:9])=[O:7])([CH3:4])([CH3:3])[CH3:2].Cl.[NH2:24][CH:25]1[CH2:31][CH2:30][C:29](=[O:32])[NH:28][C:26]1=[O:27]. Product: [C:1]([O:5][C:6](=[O:7])[N:8]([CH2:10][C:11]1[CH:19]=[CH:18][CH:17]=[C:13]2[C:12]=1[C:20](=[O:22])[N:24]([CH:25]1[CH2:31][CH2:30][C:29](=[O:32])[NH:28][C:26]1=[O:27])[C:14]2=[O:16])[CH3:9])([CH3:2])([CH3:3])[CH3:4]. The catalyst class is: 17.